From a dataset of Full USPTO retrosynthesis dataset with 1.9M reactions from patents (1976-2016). Predict the reactants needed to synthesize the given product. (1) Given the product [Br:6][C:7]1[CH:15]=[CH:14][C:13]([C:16]([O:18][CH3:19])=[O:17])=[C:12]2[C:8]=1[C:9]([CH:25]=[O:26])=[CH:10][NH:11]2, predict the reactants needed to synthesize it. The reactants are: O=P(Cl)(Cl)Cl.[Br:6][C:7]1[CH:15]=[CH:14][C:13]([C:16]([O:18][CH3:19])=[O:17])=[C:12]2[C:8]=1[CH:9]=[CH:10][NH:11]2.[OH-].[Na+].CN([CH:25]=[O:26])C. (2) Given the product [O:1]=[C:2]1[C:15]2[CH:14]=[CH:13][CH:12]=[C:11]([C:16]([NH2:22])=[O:18])[C:10]=2[O:9][C:8]2[C:3]1=[CH:4][CH:5]=[CH:6][CH:7]=2, predict the reactants needed to synthesize it. The reactants are: [O:1]=[C:2]1[C:15]2[CH:14]=[CH:13][CH:12]=[C:11]([C:16]([OH:18])=O)[C:10]=2[O:9][C:8]2[C:3]1=[CH:4][CH:5]=[CH:6][CH:7]=2.C([N:22](C(C)C)CC)(C)C.[OH-].[NH4+]. (3) Given the product [CH3:21][C:22]1[C:26](=[C:3]2[C:4]3[C:9](=[CH:8][CH:7]=[CH:6][CH:5]=3)[C:1](=[C:11]3[C:19]4[C:14](=[CH:15][CH:16]=[CH:17][CH:18]=4)[C:13](=[C:26]4[C:25](=[O:27])[N:24]([C:28]5[CH:29]=[CH:30][CH:31]=[C:38]([C:37]([OH:40])=[O:39])[CH:33]=5)[N:23]=[C:22]4[CH3:21])[NH:12]3)[NH:2]2)[C:25](=[O:27])[N:24]([C:28]2[CH:33]=[CH:32][CH:31]=[C:30]([C:34]([OH:36])=[O:35])[CH:29]=2)[N:23]=1, predict the reactants needed to synthesize it. The reactants are: [C:1]1(=[C:11]2[C:19]3[C:14](=[CH:15][CH:16]=[CH:17][CH:18]=3)[C:13](=N)[NH:12]2)[C:9]2[C:4](=[CH:5][CH:6]=[CH:7][CH:8]=2)[C:3](=N)[NH:2]1.[CH3:21][C:22]1[CH2:26][C:25](=[O:27])[N:24]([C:28]2[CH:33]=[CH:32][CH:31]=[C:30]([C:34]([OH:36])=[O:35])[CH:29]=2)[N:23]=1.[C:37]([OH:40])(=[O:39])[CH3:38]. (4) Given the product [F:23][C:12]1[C:13]([NH2:15])=[N:14][C:9]([NH2:8])=[N:10][CH:11]=1, predict the reactants needed to synthesize it. The reactants are: OC1C=C([NH:8][C:9]2[N:14]=[C:13]([NH:15]C3C=CC=C(O)C=3)[C:12]([F:23])=[CH:11][N:10]=2)C=CC=1.ClC1N=C(Cl)C(F)=CN=1. (5) Given the product [CH3:11][O:10][C:3]1[CH:4]=[CH:5][CH:6]=[C:7]([O:8][CH3:9])[C:2]=1[S:12]([Cl:15])(=[O:14])=[O:13], predict the reactants needed to synthesize it. The reactants are: Br[C:2]1[C:7]([O:8][CH3:9])=[CH:6][CH:5]=[CH:4][C:3]=1[O:10][CH3:11].[S:12](Cl)([Cl:15])(=[O:14])=[O:13]. (6) The reactants are: [Cl:1][C:2]1[C:11](Cl)=[N:10][C:9]2[C:4](=[CH:5][CH:6]=[C:7]([Cl:13])[CH:8]=2)[N:3]=1.[NH2:14][CH2:15][CH2:16][OH:17]. Given the product [Cl:1][C:2]1[C:11]([NH:14][CH2:15][CH2:16][OH:17])=[N:10][C:9]2[C:4]([N:3]=1)=[CH:5][CH:6]=[C:7]([Cl:13])[CH:8]=2, predict the reactants needed to synthesize it. (7) Given the product [C:1]([O:5][C:6]([N:8]([CH2:21][C@@H:22]1[C@@H:26]([C:27]2[CH:28]=[CH:29][CH:30]=[CH:31][CH:32]=2)[CH2:25][N:24]([CH2:33][C:34]2[CH:43]=[CH:42][C:37]([C:38]([OH:40])=[O:39])=[CH:36][CH:35]=2)[CH2:23]1)[C@@H:9]([C:11]1[C:20]2[C:15](=[CH:16][CH:17]=[CH:18][CH:19]=2)[CH:14]=[CH:13][CH:12]=1)[CH3:10])=[O:7])([CH3:2])([CH3:3])[CH3:4], predict the reactants needed to synthesize it. The reactants are: [C:1]([O:5][C:6]([N:8]([CH2:21][C@@H:22]1[C@@H:26]([C:27]2[CH:32]=[CH:31][CH:30]=[CH:29][CH:28]=2)[CH2:25][N:24]([CH2:33][C:34]2[CH:43]=[CH:42][C:37]([C:38]([O:40]C)=[O:39])=[CH:36][CH:35]=2)[CH2:23]1)[C@@H:9]([C:11]1[C:20]2[C:15](=[CH:16][CH:17]=[CH:18][CH:19]=2)[CH:14]=[CH:13][CH:12]=1)[CH3:10])=[O:7])([CH3:4])([CH3:3])[CH3:2].[OH-].[Na+]. (8) Given the product [OH:27][NH:26][C:17](=[O:24])[CH2:18][CH2:19][CH2:20][CH2:21][CH2:22][CH2:23][C:12](=[O:13])[C:11]1[CH:15]=[CH:16][C:8]([O:1][C:2]2[CH:7]=[CH:6][CH:5]=[CH:4][CH:3]=2)=[CH:9][CH:10]=1, predict the reactants needed to synthesize it. The reactants are: [O:1]([C:8]1[CH:16]=[CH:15][C:11]([C:12](Cl)=[O:13])=[CH:10][CH:9]=1)[C:2]1[CH:7]=[CH:6][CH:5]=[CH:4][CH:3]=1.[C:17](Cl)(=[O:24])[C:18]1[CH:23]=[CH:22][CH:21]=[CH:20][CH:19]=1.[NH2:26][OH:27].Cl.